From a dataset of Retrosynthesis with 50K atom-mapped reactions and 10 reaction types from USPTO. Predict the reactants needed to synthesize the given product. (1) Given the product O=C(O)C(c1ccccc1)C(c1ccccc1)c1ccc2c(cnn2-c2ccc(F)cc2)c1, predict the reactants needed to synthesize it. The reactants are: COC(=O)C(c1ccccc1)C(c1ccccc1)c1ccc2c(cnn2-c2ccc(F)cc2)c1. (2) Given the product CON=C(C(=O)OC)c1ccccc1CBr, predict the reactants needed to synthesize it. The reactants are: CO/N=C(/C(=O)OC)c1ccccc1CBr. (3) Given the product O=C(CN1CCC(Cc2ccccc2)CC1)Nc1ccc2[nH]cnc2c1, predict the reactants needed to synthesize it. The reactants are: O=C(CCl)Nc1ccc2[nH]cnc2c1.c1ccc(CC2CCNCC2)cc1. (4) Given the product O=Cc1ccc(I)c(OCc2ccccc2)c1, predict the reactants needed to synthesize it. The reactants are: OCc1ccc(I)c(OCc2ccccc2)c1. (5) Given the product CN(C)C(=O)c1ccc(N)nc1, predict the reactants needed to synthesize it. The reactants are: CN(C)C(=O)c1ccc(N=[N+]=[N-])nc1. (6) Given the product COCC(NC(=O)[C@H](C)NC(=O)Cc1cc(F)cc(F)c1)C(=O)OC, predict the reactants needed to synthesize it. The reactants are: COCC(N)C(=O)OC.C[C@H](NC(=O)Cc1cc(F)cc(F)c1)C(=O)O.